From a dataset of NCI-60 drug combinations with 297,098 pairs across 59 cell lines. Regression. Given two drug SMILES strings and cell line genomic features, predict the synergy score measuring deviation from expected non-interaction effect. (1) Drug 1: C1=NC2=C(N=C(N=C2N1C3C(C(C(O3)CO)O)F)Cl)N. Drug 2: C1=NC(=NC(=O)N1C2C(C(C(O2)CO)O)O)N. Cell line: BT-549. Synergy scores: CSS=40.8, Synergy_ZIP=-10.9, Synergy_Bliss=-1.67, Synergy_Loewe=0.917, Synergy_HSA=3.36. (2) Drug 2: CC1C(C(CC(O1)OC2CC(OC(C2O)C)OC3=CC4=CC5=C(C(=O)C(C(C5)C(C(=O)C(C(C)O)O)OC)OC6CC(C(C(O6)C)O)OC7CC(C(C(O7)C)O)OC8CC(C(C(O8)C)O)(C)O)C(=C4C(=C3C)O)O)O)O. Cell line: HCT-15. Synergy scores: CSS=41.0, Synergy_ZIP=-1.57, Synergy_Bliss=1.11, Synergy_Loewe=-19.2, Synergy_HSA=0.119. Drug 1: CC1=C(C=C(C=C1)NC(=O)C2=CC=C(C=C2)CN3CCN(CC3)C)NC4=NC=CC(=N4)C5=CN=CC=C5. (3) Drug 1: CC1=C(C=C(C=C1)NC(=O)C2=CC=C(C=C2)CN3CCN(CC3)C)NC4=NC=CC(=N4)C5=CN=CC=C5. Drug 2: C(CN)CNCCSP(=O)(O)O. Cell line: OVCAR-8. Synergy scores: CSS=-1.95, Synergy_ZIP=0.907, Synergy_Bliss=0.157, Synergy_Loewe=-2.50, Synergy_HSA=-2.40. (4) Drug 1: CC12CCC3C(C1CCC2O)C(CC4=C3C=CC(=C4)O)CCCCCCCCCS(=O)CCCC(C(F)(F)F)(F)F. Drug 2: CNC(=O)C1=NC=CC(=C1)OC2=CC=C(C=C2)NC(=O)NC3=CC(=C(C=C3)Cl)C(F)(F)F. Cell line: HCC-2998. Synergy scores: CSS=-5.18, Synergy_ZIP=1.45, Synergy_Bliss=-2.60, Synergy_Loewe=-13.0, Synergy_HSA=-10.9. (5) Drug 2: CS(=O)(=O)OCCCCOS(=O)(=O)C. Cell line: KM12. Synergy scores: CSS=31.4, Synergy_ZIP=-6.85, Synergy_Bliss=5.70, Synergy_Loewe=-16.5, Synergy_HSA=2.89. Drug 1: C1=NC(=NC(=O)N1C2C(C(C(O2)CO)O)O)N. (6) Drug 2: C1=CC(=CC=C1CCCC(=O)O)N(CCCl)CCCl. Drug 1: C1=C(C(=O)NC(=O)N1)F. Synergy scores: CSS=47.9, Synergy_ZIP=5.38, Synergy_Bliss=6.09, Synergy_Loewe=-5.83, Synergy_HSA=5.81. Cell line: OVCAR-4.